Regression. Given two drug SMILES strings and cell line genomic features, predict the synergy score measuring deviation from expected non-interaction effect. From a dataset of NCI-60 drug combinations with 297,098 pairs across 59 cell lines. (1) Drug 1: C1CC(CNC1)C2=CC=C(C=C2)N3C=C4C=CC=C(C4=N3)C(=O)N. Drug 2: C1=CC(=C(C=C1I)F)NC2=C(C=CC(=C2F)F)C(=O)NOCC(CO)O. Cell line: SK-OV-3. Synergy scores: CSS=4.83, Synergy_ZIP=-5.33, Synergy_Bliss=-5.69, Synergy_Loewe=-7.24, Synergy_HSA=-1.76. (2) Drug 1: CC1C(C(CC(O1)OC2CC(CC3=C2C(=C4C(=C3O)C(=O)C5=C(C4=O)C(=CC=C5)OC)O)(C(=O)C)O)N)O.Cl. Drug 2: CCCS(=O)(=O)NC1=C(C(=C(C=C1)F)C(=O)C2=CNC3=C2C=C(C=N3)C4=CC=C(C=C4)Cl)F. Cell line: NCI-H460. Synergy scores: CSS=29.8, Synergy_ZIP=1.65, Synergy_Bliss=2.17, Synergy_Loewe=-46.8, Synergy_HSA=0.878. (3) Drug 1: C1=CC(=C2C(=C1NCCNCCO)C(=O)C3=C(C=CC(=C3C2=O)O)O)NCCNCCO. Drug 2: CC1=C(C(CCC1)(C)C)C=CC(=CC=CC(=CC(=O)O)C)C. Cell line: SN12C. Synergy scores: CSS=30.8, Synergy_ZIP=-5.24, Synergy_Bliss=-7.93, Synergy_Loewe=-14.5, Synergy_HSA=-4.24.